From a dataset of NCI-60 drug combinations with 297,098 pairs across 59 cell lines. Regression. Given two drug SMILES strings and cell line genomic features, predict the synergy score measuring deviation from expected non-interaction effect. (1) Drug 1: CC1=CC=C(C=C1)C2=CC(=NN2C3=CC=C(C=C3)S(=O)(=O)N)C(F)(F)F. Drug 2: COC1=NC(=NC2=C1N=CN2C3C(C(C(O3)CO)O)O)N. Cell line: SR. Synergy scores: CSS=-2.29, Synergy_ZIP=1.98, Synergy_Bliss=4.05, Synergy_Loewe=-2.18, Synergy_HSA=-1.45. (2) Drug 1: C1=CN(C(=O)N=C1N)C2C(C(C(O2)CO)O)O.Cl. Drug 2: C(=O)(N)NO. Cell line: U251. Synergy scores: CSS=15.4, Synergy_ZIP=-4.65, Synergy_Bliss=-3.42, Synergy_Loewe=-28.4, Synergy_HSA=-4.94. (3) Drug 1: CCC1=CC2CC(C3=C(CN(C2)C1)C4=CC=CC=C4N3)(C5=C(C=C6C(=C5)C78CCN9C7C(C=CC9)(C(C(C8N6C)(C(=O)OC)O)OC(=O)C)CC)OC)C(=O)OC.C(C(C(=O)O)O)(C(=O)O)O. Drug 2: CC1OCC2C(O1)C(C(C(O2)OC3C4COC(=O)C4C(C5=CC6=C(C=C35)OCO6)C7=CC(=C(C(=C7)OC)O)OC)O)O. Cell line: TK-10. Synergy scores: CSS=36.4, Synergy_ZIP=-0.533, Synergy_Bliss=3.55, Synergy_Loewe=6.49, Synergy_HSA=7.72. (4) Drug 1: CCN(CC)CCCC(C)NC1=C2C=C(C=CC2=NC3=C1C=CC(=C3)Cl)OC. Drug 2: C(CN)CNCCSP(=O)(O)O. Cell line: SNB-19. Synergy scores: CSS=12.7, Synergy_ZIP=0.717, Synergy_Bliss=3.49, Synergy_Loewe=2.58, Synergy_HSA=3.01. (5) Drug 2: C(CN)CNCCSP(=O)(O)O. Synergy scores: CSS=35.3, Synergy_ZIP=-9.78, Synergy_Bliss=-0.501, Synergy_Loewe=-36.8, Synergy_HSA=-0.482. Cell line: OVCAR-4. Drug 1: C1=NC(=NC(=O)N1C2C(C(C(O2)CO)O)O)N. (6) Drug 1: C1CN(P(=O)(OC1)NCCCl)CCCl. Drug 2: CCC1(C2=C(COC1=O)C(=O)N3CC4=CC5=C(C=CC(=C5CN(C)C)O)N=C4C3=C2)O.Cl. Cell line: SN12C. Synergy scores: CSS=35.4, Synergy_ZIP=-2.24, Synergy_Bliss=-7.11, Synergy_Loewe=-81.6, Synergy_HSA=-9.26. (7) Drug 1: CN(CC1=CN=C2C(=N1)C(=NC(=N2)N)N)C3=CC=C(C=C3)C(=O)NC(CCC(=O)O)C(=O)O. Drug 2: CC(C)(C#N)C1=CC=C(C=C1)N2C3=C4C=C(C=CC4=NC=C3N(C2=O)C)C5=CC6=CC=CC=C6N=C5. Cell line: NCIH23. Synergy scores: CSS=66.3, Synergy_ZIP=0.472, Synergy_Bliss=-2.07, Synergy_Loewe=-4.76, Synergy_HSA=0.115.